From a dataset of Peptide-MHC class II binding affinity with 134,281 pairs from IEDB. Regression. Given a peptide amino acid sequence and an MHC pseudo amino acid sequence, predict their binding affinity value. This is MHC class II binding data. The peptide sequence is QGVTAEITPQASTTE. The MHC is DRB1_0901 with pseudo-sequence DRB1_0901. The binding affinity (normalized) is 0.110.